This data is from Forward reaction prediction with 1.9M reactions from USPTO patents (1976-2016). The task is: Predict the product of the given reaction. Given the reactants Br[C:2]1[C:7]([O:8][CH3:9])=[CH:6][CH:5]=[CH:4][N:3]=1.[C:10]([C:12]1[CH:13]=[C:14]([OH:18])[CH:15]=[CH:16][CH:17]=1)#[N:11].C(=O)([O-])[O-].[K+].[K+].C(OCC)(=O)C, predict the reaction product. The product is: [C:10]([C:12]1[CH:13]=[C:14]([CH:15]=[CH:16][CH:17]=1)[O:18][C:2]1[C:7]([O:8][CH3:9])=[CH:6][CH:5]=[CH:4][N:3]=1)#[N:11].